Dataset: Full USPTO retrosynthesis dataset with 1.9M reactions from patents (1976-2016). Task: Predict the reactants needed to synthesize the given product. (1) Given the product [CH3:1][O:2][C:3](=[O:11])[C:4]([C:5]1[CH:6]=[CH:7][N:8]=[CH:9][CH:10]=1)=[CH:14][N:15]([CH3:17])[CH3:16], predict the reactants needed to synthesize it. The reactants are: [CH3:1][O:2][C:3](=[O:11])[CH2:4][C:5]1[CH:10]=[CH:9][N:8]=[CH:7][CH:6]=1.CO[CH:14](OC)[N:15]([CH3:17])[CH3:16]. (2) The reactants are: [N+:1]([C:4]1[CH:12]=[C:11]2[C:7]([CH:8]=[N:9][NH:10]2)=[CH:6][CH:5]=1)([O-:3])=[O:2].CS(O[CH:18]1[CH2:23][CH2:22][N:21]([C:24]([O:26][C:27]([CH3:30])([CH3:29])[CH3:28])=[O:25])[CH2:20][CH2:19]1)(=O)=O.C(=O)([O-])[O-].[Cs+].[Cs+].O. Given the product [N+:1]([C:4]1[CH:12]=[C:11]2[C:7]([CH:8]=[N:9][N:10]2[CH:18]2[CH2:23][CH2:22][N:21]([C:24]([O:26][C:27]([CH3:30])([CH3:29])[CH3:28])=[O:25])[CH2:20][CH2:19]2)=[CH:6][CH:5]=1)([O-:3])=[O:2], predict the reactants needed to synthesize it.